Dataset: Forward reaction prediction with 1.9M reactions from USPTO patents (1976-2016). Task: Predict the product of the given reaction. (1) The product is: [C:1]([C:5]1[CH:10]=[CH:9][C:8]([NH:11][C:12]2[C:21]3[C:16](=[CH:17][CH:18]=[CH:19][CH:20]=3)[C:15]([C:22]3[CH:27]=[CH:26][N:25]=[C:24]([C:33]#[N:34])[N:23]=3)=[CH:14][N:13]=2)=[CH:7][CH:6]=1)([CH3:4])([CH3:3])[CH3:2]. Given the reactants [C:1]([C:5]1[CH:10]=[CH:9][C:8]([NH:11][C:12]2[C:21]3[C:16](=[CH:17][CH:18]=[CH:19][CH:20]=3)[C:15]([C:22]3[CH:27]=[CH:26][N:25]=[C:24](Cl)[N:23]=3)=[CH:14][N:13]=2)=[CH:7][CH:6]=1)([CH3:4])([CH3:3])[CH3:2].[C-]#N.[K+].C[CH2:33][N:34](CC)CC.C(Cl)Cl, predict the reaction product. (2) The product is: [CH2:1]([O:3][C:4]1[CH:5]=[C:6]([NH2:11])[C:7]([NH2:8])=[CH:9][CH:10]=1)[CH3:2]. Given the reactants [CH2:1]([O:3][C:4]1[CH:10]=[CH:9][C:7]([NH2:8])=[C:6]([N+:11]([O-])=O)[CH:5]=1)[CH3:2], predict the reaction product. (3) Given the reactants Cl[C:2]1[C:11]2=[N:12][N:13](CC3C=CC(OC)=CC=3)[CH:14]=[C:10]2[C:9]2[CH:8]=[C:7]([O:24][CH3:25])[C:6]([O:26][CH3:27])=[CH:5][C:4]=2[N:3]=1.[CH:28]1([C:31]2[NH:35][N:34]=[C:33]([NH2:36])[CH:32]=2)[CH2:30][CH2:29]1.Cl, predict the reaction product. The product is: [CH:28]1([C:31]2[NH:35][N:34]=[C:33]([NH:36][C:2]3[C:11]4=[N:12][NH:13][CH:14]=[C:10]4[C:9]4[CH:8]=[C:7]([O:24][CH3:25])[C:6]([O:26][CH3:27])=[CH:5][C:4]=4[N:3]=3)[CH:32]=2)[CH2:30][CH2:29]1. (4) Given the reactants [C:1]([N:6]1[CH2:10][CH2:9][O:8][C:7]1=[O:11])(=[O:5])/[CH:2]=[CH:3]/[CH3:4].[CH3:12][O:13][C:14]1[CH:19]=[CH:18][C:17]([NH2:20])=[CH:16][CH:15]=1, predict the reaction product. The product is: [CH3:12][O:13][C:14]1[CH:19]=[CH:18][C:17]([NH:20][CH:3]([CH3:4])[CH2:2][C:1]([N:6]2[CH2:10][CH2:9][O:8][C:7]2=[O:11])=[O:5])=[CH:16][CH:15]=1. (5) Given the reactants [CH:1]([C:4]1[CH:34]=[CH:33][C:7]([O:8][C:9]([CH3:32])([CH2:15][C:16]2[CH:21]=[CH:20][C:19]([O:22][CH2:23][CH2:24][O:25]C3CCCCO3)=[CH:18][CH:17]=2)[C:10]([O:12][CH2:13][CH3:14])=[O:11])=[CH:6][CH:5]=1)([CH3:3])[CH3:2].O.C1(C)C=CC(S(O)(=O)=O)=CC=1, predict the reaction product. The product is: [CH:1]([C:4]1[CH:34]=[CH:33][C:7]([O:8][C:9]([CH3:32])([CH2:15][C:16]2[CH:17]=[CH:18][C:19]([O:22][CH2:23][CH2:24][OH:25])=[CH:20][CH:21]=2)[C:10]([O:12][CH2:13][CH3:14])=[O:11])=[CH:6][CH:5]=1)([CH3:2])[CH3:3]. (6) Given the reactants [Br:1][C:2]1[CH:3]=[CH:4][C:5]2[NH:10][C:9](=[O:11])O[C:7](=[O:12])[C:6]=2[CH:13]=1.[CH3:14][O:15][C:16]1[CH:27]=[C:26]([O:28][CH3:29])[CH:25]=[CH:24][C:17]=1[CH2:18][NH:19][CH2:20]C(O)=O, predict the reaction product. The product is: [CH3:14][O:15][C:16]1[CH:27]=[C:26]([O:28][CH3:29])[CH:25]=[CH:24][C:17]=1[CH2:18][N:19]1[C:7](=[O:12])[C:6]2[CH:13]=[C:2]([Br:1])[CH:3]=[CH:4][C:5]=2[NH:10][C:9](=[O:11])[CH2:20]1.